Dataset: Full USPTO retrosynthesis dataset with 1.9M reactions from patents (1976-2016). Task: Predict the reactants needed to synthesize the given product. (1) Given the product [N+:33]([O:36][C@H:37]([CH2:40][O:41][N+:42]([O-:44])=[O:43])[CH2:38][OH:39])([O-:35])=[O:34], predict the reactants needed to synthesize it. The reactants are: CC1(C)O[C@@H](CO)CO1.CC(C)(C)[Si](C1C=CC=CC=1)(C1C=CC=CC=1)OC[C@@H](O)CO.[N+:33]([O:36][C@@H:37]([CH2:40][O:41][N+:42]([O-:44])=[O:43])[CH2:38][OH:39])([O-:35])=[O:34]. (2) The reactants are: Br[C:2]1[CH:3]=[C:4]([CH:12]=[C:13]([Cl:15])[CH:14]=1)[O:5][C:6]1[CH:7]=[N:8][CH:9]=[N:10][CH:11]=1.[C:16](=[O:23])([O:18][C:19]([CH3:22])([CH3:21])[CH3:20])[NH2:17].CC(C)([O-])C.[Na+].C(P(C(C)(C)C)C1C=CC=CC=1C1C(C(C)C)=CC(C(C)C)=CC=1C(C)C)(C)(C)C. Given the product [Cl:15][C:13]1[CH:14]=[C:2]([NH:17][C:16](=[O:23])[O:18][C:19]([CH3:22])([CH3:21])[CH3:20])[CH:3]=[C:4]([O:5][C:6]2[CH:7]=[N:8][CH:9]=[N:10][CH:11]=2)[CH:12]=1, predict the reactants needed to synthesize it. (3) Given the product [CH3:30][C:18]1[C:17]([CH2:16][O:15][C:12]2[CH:13]=[CH:14][C:9]([C:7]3[C:6]([CH3:32])=[C:5]([C:4]([O:3][CH2:1][CH3:2])=[O:34])[NH:36][N:35]=3)=[CH:10][C:11]=2[CH3:31])=[C:22]([N:23]2[C:27](=[O:28])[N:26]([CH3:29])[N:25]=[N:24]2)[CH:21]=[CH:20][CH:19]=1, predict the reactants needed to synthesize it. The reactants are: [CH2:1]([O:3][C:4](=[O:34])[C:5](=O)[CH:6]([CH3:32])[C:7]([C:9]1[CH:14]=[CH:13][C:12]([O:15][CH2:16][C:17]2[C:22]([N:23]3[C:27](=[O:28])[N:26]([CH3:29])[N:25]=[N:24]3)=[CH:21][CH:20]=[CH:19][C:18]=2[CH3:30])=[C:11]([CH3:31])[CH:10]=1)=O)[CH3:2].[NH2:35][NH2:36]. (4) Given the product [I:16][C:5]1[C:6]([C:9]2[CH:14]=[CH:13][CH:12]=[CH:11][CH:10]=2)=[N:7][CH:8]=[C:3]([O:2][CH3:1])[C:4]=1[NH2:15], predict the reactants needed to synthesize it. The reactants are: [CH3:1][O:2][C:3]1[C:4]([NH2:15])=[CH:5][C:6]([C:9]2[CH:14]=[CH:13][CH:12]=[CH:11][CH:10]=2)=[N:7][CH:8]=1.[I:16]([O-])(=O)=O.[K+].[OH-].[Na+]. (5) Given the product [CH2:16]([N:4]1[CH:5]=[C:6]2[C:11]([CH:10]=[C:9]([C:12]([O:14][CH3:15])=[O:13])[CH:8]=[CH:7]2)=[N:3]1)[C:17]1[CH:22]=[CH:21][CH:20]=[CH:19][CH:18]=1, predict the reactants needed to synthesize it. The reactants are: [H-].[Na+].[NH:3]1[C:11]2[C:6](=[CH:7][CH:8]=[C:9]([C:12]([O:14][CH3:15])=[O:13])[CH:10]=2)[CH:5]=[N:4]1.[CH2:16](Br)[C:17]1[CH:22]=[CH:21][CH:20]=[CH:19][CH:18]=1.O. (6) The reactants are: [Br:1][C:2]1[CH:11]=[CH:10][C:5]2[C:6](=[O:9])[O:7][CH2:8][C:4]=2[C:3]=1I.[CH2:13]([Sn](CCCC)(CCCC)CCCC)[CH:14]=[CH2:15].[Li+].[Cl-].CCOC(C)=O. Given the product [Br:1][C:2]1[CH:11]=[CH:10][C:5]2[C:6](=[O:9])[O:7][CH2:8][C:4]=2[C:3]=1[CH2:15][CH:14]=[CH2:13], predict the reactants needed to synthesize it. (7) Given the product [CH:8]1[CH:7]=[N:6][CH:5]=[C:4]([C:1]([CH2:2][CH2:14][NH:10][CH2:11][CH:12]([OH:18])[OH:13])=[O:3])[CH:9]=1, predict the reactants needed to synthesize it. The reactants are: [C:1]([C:4]1[CH:5]=[N:6][CH:7]=[CH:8][CH:9]=1)(=[O:3])[CH3:2].[NH:10]([CH2:14]CO)[CH2:11][CH2:12][OH:13].C=[O:18].